From a dataset of Forward reaction prediction with 1.9M reactions from USPTO patents (1976-2016). Predict the product of the given reaction. (1) The product is: [Cl:1][C:2]1[C:10]2[N:9]=[C:8]3[N:11]([C:15]4[CH:20]=[CH:19][C:18]([Cl:21])=[CH:17][C:16]=4[Cl:22])[CH2:12][CH2:13][CH2:14][N:7]3[C:6]=2[C:5]([CH:23]([NH2:24])[CH2:25][CH3:26])=[CH:4][CH:3]=1. Given the reactants [Cl:1][C:2]1[CH:3]=[CH:4][C:5]([C:23]#[N:24])=[C:6]2[C:10]=1[N:9]=[C:8]1[N:11]([C:15]3[CH:20]=[CH:19][C:18]([Cl:21])=[CH:17][C:16]=3[Cl:22])[CH2:12][CH2:13][CH2:14][N:7]21.[CH2:25]([Mg]Br)[CH3:26].[BH4-].[Na+].O, predict the reaction product. (2) The product is: [Cl:1][C:2]1[CH:3]=[N+:4]([O-:27])[CH:5]=[C:6]([Cl:26])[C:7]=1[CH2:8][C@@H:9]([C:11]1[CH:16]=[CH:15][C:14]([O:17][CH:18]([F:20])[F:19])=[C:13]([O:21][CH2:22][CH:23]2[CH2:25][CH2:24]2)[CH:12]=1)[O:10][C:39](=[O:40])[CH2:38][C:37]([NH:36][C:33]1[CH:34]=[CH:35][C:30]([S:29][CH3:28])=[CH:31][CH:32]=1)=[O:42]. Given the reactants [Cl:1][C:2]1[CH:3]=[N+:4]([O-:27])[CH:5]=[C:6]([Cl:26])[C:7]=1[CH2:8][C@@H:9]([C:11]1[CH:16]=[CH:15][C:14]([O:17][CH:18]([F:20])[F:19])=[C:13]([O:21][CH2:22][CH:23]2[CH2:25][CH2:24]2)[CH:12]=1)[OH:10].[CH3:28][S:29][C:30]1[CH:35]=[CH:34][C:33]([NH:36][C:37](=[O:42])[CH2:38][C:39](O)=[O:40])=[CH:32][CH:31]=1.C(Cl)CCl, predict the reaction product. (3) Given the reactants [C:1]([C:4]1[C:5](=[O:24])[CH2:6][CH2:7][C:8]2([CH2:20][CH2:21][CH2:22][CH3:23])[C:16]=1[C:15]1[C:10](=[C:11]([Cl:19])[C:12]([O:17]C)=[CH:13][CH:14]=1)[CH2:9]2)(=[O:3])[CH3:2].Cl.N1C=CC=CC=1, predict the reaction product. The product is: [C:1]([C:4]1[C:5](=[O:24])[CH2:6][CH2:7][C:8]2([CH2:20][CH2:21][CH2:22][CH3:23])[C:16]=1[C:15]1[C:10](=[C:11]([Cl:19])[C:12]([OH:17])=[CH:13][CH:14]=1)[CH2:9]2)(=[O:3])[CH3:2].